Dataset: Full USPTO retrosynthesis dataset with 1.9M reactions from patents (1976-2016). Task: Predict the reactants needed to synthesize the given product. (1) The reactants are: [Cl:1][C:2]1[CH:3]=[C:4]([CH2:13][O:14][C:15]2[CH:20]=[CH:19][C:18]([CH2:21][CH:22]([CH3:26])[C:23]([OH:25])=[O:24])=[CH:17][C:16]=2[C:27]([F:30])([F:29])[F:28])[C:5]2[O:9][C:8]([CH3:11])([CH3:10])[CH2:7][C:6]=2[CH:12]=1.F[B-](F)(F)F.N1(OC(N(C)C)=[N+](C)C)C2C=CC=CC=2N=N1.C(N(C(C)C)CC)(C)C.[C:62]([NH:65][CH2:66][CH2:67]O)(=[O:64])[CH3:63]. Given the product [Cl:1][C:2]1[CH:3]=[C:4]([CH2:13][O:14][C:15]2[CH:20]=[CH:19][C:18]([CH2:21][CH:22]([CH3:26])[C:23]([O:25][CH2:67][CH2:66][NH:65][C:62](=[O:64])[CH3:63])=[O:24])=[CH:17][C:16]=2[C:27]([F:30])([F:28])[F:29])[C:5]2[O:9][C:8]([CH3:11])([CH3:10])[CH2:7][C:6]=2[CH:12]=1, predict the reactants needed to synthesize it. (2) The reactants are: Br[C:2]1[C:8]([C:9]([F:12])([F:11])[F:10])=[CH:7][C:5]([NH2:6])=[CH:4][C:3]=1[Cl:13].C(=O)([O-])[O-].[Na+].[Na+].CC1(C)C(C)(C)OB([C:28]2[CH:33]=[CH:32][C:31]([S:34]([N:37]3[CH2:41][CH2:40][CH2:39][C@H:38]3[C:42]([O:44][C:45]([CH3:48])([CH3:47])[CH3:46])=[O:43])(=[O:36])=[O:35])=[CH:30][CH:29]=2)O1.O. Given the product [NH2:6][C:5]1[CH:7]=[C:8]([C:9]([F:12])([F:11])[F:10])[C:2]([C:28]2[CH:33]=[CH:32][C:31]([S:34]([N:37]3[CH2:41][CH2:40][CH2:39][C@H:38]3[C:42]([O:44][C:45]([CH3:48])([CH3:47])[CH3:46])=[O:43])(=[O:36])=[O:35])=[CH:30][CH:29]=2)=[C:3]([Cl:13])[CH:4]=1, predict the reactants needed to synthesize it. (3) The reactants are: C(O)(C(F)(F)F)=O.[CH2:8]([O:51][CH:52]1[C@H:56]2[C@H:57](OC3CCCCO3)[N:58](C(OC(C)(C)C)=O)[C:59]3[CH:66]=[C:65]([O:67][CH3:68])[CH:64]=[CH:63][C:60]=3[C:61](=[O:62])[N:55]2[CH2:54][CH2:53]1)[CH2:9][CH2:10][CH2:11][CH2:12][CH2:13][CH2:14][CH2:15][CH2:16][CH2:17][CH2:18][O:19][CH:20]1[C@H:24]2[C@H:25](OC3CCCCO3)[N:26](C(OC(C)(C)C)=O)[C:27]3[CH:34]=[C:33]([O:35][CH3:36])[CH:32]=[CH:31][C:28]=3[C:29](=[O:30])[N:23]2[CH2:22][CH2:21]1.C([O-])(O)=O.[Na+]. Given the product [CH2:18]([O:19][CH:20]1[C@@H:24]2[CH:25]=[N:26][C:27]3[CH:34]=[C:33]([O:35][CH3:36])[CH:32]=[CH:31][C:28]=3[C:29](=[O:30])[N:23]2[CH2:22][CH2:21]1)[CH2:17][CH2:16][CH2:15][CH2:14][CH2:13][CH2:12][CH2:11][CH2:10][CH2:9][CH2:8][O:51][CH:52]1[C@@H:56]2[CH:57]=[N:58][C:59]3[CH:66]=[C:65]([O:67][CH3:68])[CH:64]=[CH:63][C:60]=3[C:61](=[O:62])[N:55]2[CH2:54][CH2:53]1, predict the reactants needed to synthesize it. (4) Given the product [CH2:1]([O:5][C:6]1[CH:7]=[CH:8][C:9]([C@H:12]([C@H:13]2[CH2:17][CH2:16][CH2:15][NH:14]2)[NH:25][C:26](=[O:35])[C@H:27]([C:29]2[CH:34]=[CH:33][CH:32]=[CH:31][CH:30]=2)[CH3:28])=[CH:10][CH:11]=1)[CH:2]([CH3:4])[CH3:3], predict the reactants needed to synthesize it. The reactants are: [CH2:1]([O:5][C:6]1[CH:11]=[CH:10][C:9]([C@@H:12]([NH:25][C:26](=[O:35])[C@H:27]([C:29]2[CH:34]=[CH:33][CH:32]=[CH:31][CH:30]=2)[CH3:28])[C@H:13]2[CH2:17][CH2:16][CH2:15][N:14]2C(OC(C)(C)C)=O)=[CH:8][CH:7]=1)[CH:2]([CH3:4])[CH3:3].Cl. (5) Given the product [C:18]([O:26][CH:27]1[CH2:28][C:29]([CH3:37])([CH3:36])[N:30]([O:35][CH2:15][CH2:16][OH:17])[C:31]([CH3:33])([CH3:34])[CH2:32]1)(=[O:25])[C:19]1[CH:20]=[CH:21][CH:22]=[CH:23][CH:24]=1, predict the reactants needed to synthesize it. The reactants are: C([SnH](CCCC)CCCC)CCC.I[CH2:15][CH2:16][OH:17].[C:18]([O:26][CH:27]1[CH2:32][C:31]([CH3:34])([CH3:33])[N:30]([OH:35])[C:29]([CH3:37])([CH3:36])[CH2:28]1)(=[O:25])[C:19]1[CH:24]=[CH:23][CH:22]=[CH:21][CH:20]=1.CCCCCCC. (6) The reactants are: O.[NH2:2][NH2:3].[N:4]1([C:9]2[CH:10]=[C:11]([C:19]([O:21]C)=O)[C:12](=[CH:17][CH:18]=2)[C:13](OC)=[O:14])[CH:8]=[CH:7][CH:6]=[N:5]1. Given the product [N:4]1([C:9]2[CH:10]=[C:11]3[C:12](=[CH:17][CH:18]=2)[C:13](=[O:14])[N:3]=[N:2][C:19]3=[O:21])[CH:8]=[CH:7][CH:6]=[N:5]1, predict the reactants needed to synthesize it. (7) Given the product [CH3:1][O:2][C:3]1[CH:8]=[CH:7][C:6]2[C:9]3[N:10]([CH2:23][CH2:24][CH2:25][CH2:26][CH2:27][N:29]4[CH2:33][CH2:32][CH2:31][CH2:30]4)[C:11]4[C:16]([C:17]=3[CH2:18][CH2:19][S:20][C:5]=2[CH:4]=1)=[CH:15][C:14]([O:21][CH3:22])=[CH:13][CH:12]=4, predict the reactants needed to synthesize it. The reactants are: [CH3:1][O:2][C:3]1[CH:8]=[CH:7][C:6]2[C:9]3[N:10]([CH2:23][CH2:24][CH2:25][CH2:26][CH2:27]Cl)[C:11]4[C:16]([C:17]=3[CH2:18][CH2:19][S:20][C:5]=2[CH:4]=1)=[CH:15][C:14]([O:21][CH3:22])=[CH:13][CH:12]=4.[NH:29]1[CH2:33][CH2:32][CH2:31][CH2:30]1.